From a dataset of Catalyst prediction with 721,799 reactions and 888 catalyst types from USPTO. Predict which catalyst facilitates the given reaction. (1) Reactant: [Cl:1][C:2]1[CH:3]=[C:4]2[O:8][C:7]([C:9]3[CH:13]=[CH:12][S:11][CH:10]=3)=[N:6][C:5]2=[C:14]([C:16]([OH:18])=O)[CH:15]=1.Cl.Cl.[NH2:21][CH:22]1[CH2:29][CH:28]2[N:30]([CH3:31])[CH:24]([CH2:25][CH2:26][CH2:27]2)[CH2:23]1.Cl.C(N=C=NCCCN(C)C)C.ON1C2C=CC=CC=2N=N1.C(N(CC)CC)C. Product: [CH3:31][N:30]1[CH:24]2[CH2:25][CH2:26][CH2:27][CH:28]1[CH2:29][CH:22]([NH:21][C:16]([C:14]1[CH:15]=[C:2]([Cl:1])[CH:3]=[C:4]3[O:8][C:7]([C:9]4[CH:13]=[CH:12][S:11][CH:10]=4)=[N:6][C:5]=13)=[O:18])[CH2:23]2. The catalyst class is: 174. (2) Reactant: [Si]([O:18][CH2:19][C@@H:20]([N:23]1[C@H:28]([C:29]2[CH:34]=[CH:33][C:32]([Cl:35])=[CH:31][CH:30]=2)[C@@H:27]([C:36]2[CH:41]=[CH:40][CH:39]=[C:38]([Cl:42])[CH:37]=2)[CH2:26][C@@H:25]([CH:43]([CH3:48])[C:44]([O:46][CH3:47])=[O:45])[C:24]1=[O:49])[CH2:21][CH3:22])(C(C)(C)C)(C1C=CC=CC=1)C1C=CC=CC=1.CCCC[N+](CCCC)(CCCC)CCCC.[F-]. Product: [Cl:42][C:38]1[CH:37]=[C:36]([C@@H:27]2[C@@H:28]([C:29]3[CH:34]=[CH:33][C:32]([Cl:35])=[CH:31][CH:30]=3)[N:23]([C@@H:20]([CH2:21][CH3:22])[CH2:19][OH:18])[C:24](=[O:49])[C@H:25]([CH:43]([CH3:48])[C:44]([O:46][CH3:47])=[O:45])[CH2:26]2)[CH:41]=[CH:40][CH:39]=1. The catalyst class is: 1. (3) Reactant: [F:1][C:2]1[CH:7]=[C:6](F)[C:5]([F:9])=[CH:4][C:3]=1[N+:10]([O-:12])=[O:11].[CH2:13]([OH:20])[C:14]1[CH:19]=[CH:18][CH:17]=[CH:16][CH:15]=1.C([O-])([O-])=O.[K+].[K+].O. Product: [CH2:13]([O:20][C:6]1[CH:7]=[C:2]([F:1])[C:3]([N+:10]([O-:12])=[O:11])=[CH:4][C:5]=1[F:9])[C:14]1[CH:19]=[CH:18][CH:17]=[CH:16][CH:15]=1. The catalyst class is: 3.